From a dataset of NCI-60 drug combinations with 297,098 pairs across 59 cell lines. Regression. Given two drug SMILES strings and cell line genomic features, predict the synergy score measuring deviation from expected non-interaction effect. (1) Drug 1: C1=NC(=NC(=O)N1C2C(C(C(O2)CO)O)O)N. Drug 2: C1CNP(=O)(OC1)N(CCCl)CCCl. Cell line: MALME-3M. Synergy scores: CSS=11.9, Synergy_ZIP=0.277, Synergy_Bliss=2.77, Synergy_Loewe=-10.7, Synergy_HSA=-0.219. (2) Drug 1: CC1CCC2CC(C(=CC=CC=CC(CC(C(=O)C(C(C(=CC(C(=O)CC(OC(=O)C3CCCCN3C(=O)C(=O)C1(O2)O)C(C)CC4CCC(C(C4)OC)O)C)C)O)OC)C)C)C)OC. Drug 2: CC12CCC3C(C1CCC2O)C(CC4=C3C=CC(=C4)O)CCCCCCCCCS(=O)CCCC(C(F)(F)F)(F)F. Cell line: NCI-H226. Synergy scores: CSS=1.06, Synergy_ZIP=-0.113, Synergy_Bliss=1.66, Synergy_Loewe=0.155, Synergy_HSA=1.03. (3) Drug 1: C1CN1P(=S)(N2CC2)N3CC3. Drug 2: CC12CCC3C(C1CCC2O)C(CC4=C3C=CC(=C4)O)CCCCCCCCCS(=O)CCCC(C(F)(F)F)(F)F. Cell line: RPMI-8226. Synergy scores: CSS=23.2, Synergy_ZIP=-4.49, Synergy_Bliss=-7.37, Synergy_Loewe=-10.1, Synergy_HSA=-7.08. (4) Drug 1: CC1CCC2CC(C(=CC=CC=CC(CC(C(=O)C(C(C(=CC(C(=O)CC(OC(=O)C3CCCCN3C(=O)C(=O)C1(O2)O)C(C)CC4CCC(C(C4)OC)OCCO)C)C)O)OC)C)C)C)OC. Drug 2: C1=NC2=C(N1)C(=S)N=CN2. Cell line: HOP-92. Synergy scores: CSS=44.7, Synergy_ZIP=-3.46, Synergy_Bliss=-3.00, Synergy_Loewe=1.15, Synergy_HSA=2.02. (5) Drug 1: CS(=O)(=O)C1=CC(=C(C=C1)C(=O)NC2=CC(=C(C=C2)Cl)C3=CC=CC=N3)Cl. Drug 2: CCC1=C2CN3C(=CC4=C(C3=O)COC(=O)C4(CC)O)C2=NC5=C1C=C(C=C5)O. Cell line: MCF7. Synergy scores: CSS=32.6, Synergy_ZIP=2.09, Synergy_Bliss=8.13, Synergy_Loewe=-8.65, Synergy_HSA=8.12. (6) Drug 1: C1=NC2=C(N1)C(=S)N=C(N2)N. Drug 2: CN(CC1=CN=C2C(=N1)C(=NC(=N2)N)N)C3=CC=C(C=C3)C(=O)NC(CCC(=O)O)C(=O)O. Cell line: CCRF-CEM. Synergy scores: CSS=62.3, Synergy_ZIP=-5.06, Synergy_Bliss=-6.67, Synergy_Loewe=-5.58, Synergy_HSA=-2.70. (7) Drug 1: C1CCC(CC1)NC(=O)N(CCCl)N=O. Drug 2: CC12CCC3C(C1CCC2OP(=O)(O)O)CCC4=C3C=CC(=C4)OC(=O)N(CCCl)CCCl.[Na+]. Cell line: HCT-15. Synergy scores: CSS=-2.19, Synergy_ZIP=-10.8, Synergy_Bliss=-27.5, Synergy_Loewe=-29.1, Synergy_HSA=-27.3.